Dataset: Experimentally validated miRNA-target interactions with 360,000+ pairs, plus equal number of negative samples. Task: Binary Classification. Given a miRNA mature sequence and a target amino acid sequence, predict their likelihood of interaction. (1) The miRNA is hsa-miR-6881-5p with sequence UGGGGUAAGGAUAGGAGGGUCA. The protein sequence of the target gene is MAASAKKKNKKGKTISLTDFLAEDGGTGGGSTYVSKPVSWADETDDLEGDVSTTWHSNDDDVYRAPPIDRSILPTAPRAAREPNIDRSRLPKSPPYTAFLGNLPYDVTEESIKEFFRGLNISAVRLPREPSNPERLKGFGYAEFEDLDSLLSALSLNEESLGNRRIRVDVADQAQDKDRDDRSFGRDRNRDSDKTDTDWRARPATDSFDDYPPRRGDDSFGDKYRDRYDSDRYRDGYRDGYRDGPRRDMDRYGGRDRYDDRGSRDYDRGYDSRIGSGRRAFGSGYRRDDDYRGGGDRYED.... Result: 0 (no interaction). (2) The miRNA is mmu-miR-3969 with sequence CCCUAAAGUAGAAAUCACUA. Result: 0 (no interaction). The protein sequence of the target gene is MGSQVLQILRQGVWASLTGGWFFDPHQSTFSNCFHLYVWIFLLIFPFLLYMVLPPSLMVAGVYCLVVAVIFATIKTVNYRLHAMFDQGEIVEKRSSTMGELEEEPAQGDSNPPRDPGVEMTVFRKVSSTPPVRCSSQHSVFGFNQVSELLPRMEDSGPLRDIKELVREQGSNNVIVTSADREMLKLSSQEKLIGDLPQTPPGAVPDPSLASTDSSEPSPLAGDGAPWSGSSMADTPMSPLLKGSLSQELSKSFLTLTQPDRALVRTSSRREQRRGAGGYQPLDRRGSGEPTPQKAGSSDS.... (3) The miRNA is hsa-miR-545-5p with sequence UCAGUAAAUGUUUAUUAGAUGA. The protein sequence of the target gene is MFPVKVKVEKSELEMAKARNQLDAVLQCLLEKSHMDRERLDEEAGKTPSDTHNKDCSIAATGKRPSARFPHQRRKKRREMDDGLAEGGPQRSNTYVIKLFDRSVDLAQFSENTPLYPICRAWMRNSPSVRERECSPSSPLPPLPEDEEGSEVTNSKSRDVYKLPPPTPPGPPGDACRSRIPSPLQPEMQGTPDDEPSEPEPSPSTLIYRNMQRWKRIRQRWKEASHRNQLRYSESMKILREMYERQ. Result: 0 (no interaction). (4) The miRNA is cel-miR-798 with sequence UAAGCCUUACAUAUUGACUGA. The protein sequence of the target gene is MCSYYHMKKRSVSGCNITIFAVMFSHLSAGKSPCGNQANVLCISRLEFVQYQS. Result: 0 (no interaction). (5) The miRNA is hsa-miR-6858-5p with sequence GUGAGGAGGGGCUGGCAGGGAC. The protein sequence of the target gene is MSGSSLPGALALSLLLVSGSLLPGPGAAQNAGFVKSPMSETKLTGDAFELYCDVVGSPTPEIQWWYAEVNRAESFRQLWDGARKRRVTVNTAYGSNGVSVLRITRLTLEDSGTYECRASNDPKRNDLRQNPSITWIRAQATISVLQKPRIVTSEEVIIRESLLPVTLQCNLTSSSHTLMYSYWTRNGVELTATRKNASNMEYRINKPRAEDSGEYHCVYHFVSAPKANATIEVKAAPDITGHKRSENKNEGQDAMMYCKSVGYPHPEWIWRKKENGVFEEISNSSGRFFITNKENYTELS.... Result: 0 (no interaction). (6) The miRNA is hsa-miR-181b-5p with sequence AACAUUCAUUGCUGUCGGUGGGU. The protein sequence of the target gene is MPSARGKSKSKAPITFGDLAIYFSQEEWEWLSPIQKDLYEDVMLENYRNLVSLGLSFRRPNVITLLEKGKAPWMVEPVRRRRAPDSGSKCETKKLPPNQCNKSGQSICQKLVSAQQKAPTRKSGCNKNSVLVKPKKGHSGKKPLKCNDCGKTFSRSFSLKLHQNIHTGEKPFECSNCRKAFRQISSILLHQRIHSGKKSHECNKCGESFNQRTTLILHMRIHDGKEILDCGKALSQCQSFNIHQKIHVVGNVCQCRKCGKAFNQMSSLLLHKKIHNGKKTHKYNKCGRGFKKKSVFVVHK.... Result: 1 (interaction).